The task is: Regression. Given two drug SMILES strings and cell line genomic features, predict the synergy score measuring deviation from expected non-interaction effect.. This data is from Merck oncology drug combination screen with 23,052 pairs across 39 cell lines. (1) Drug 1: CCc1c2c(nc3ccc(O)cc13)-c1cc3c(c(=O)n1C2)COC(=O)C3(O)CC. Drug 2: CCc1cnn2c(NCc3ccc[n+]([O-])c3)cc(N3CCCCC3CCO)nc12. Cell line: RPMI7951. Synergy scores: synergy=-8.68. (2) Drug 1: CCC1(O)CC2CN(CCc3c([nH]c4ccccc34)C(C(=O)OC)(c3cc4c(cc3OC)N(C)C3C(O)(C(=O)OC)C(OC(C)=O)C5(CC)C=CCN6CCC43C65)C2)C1. Drug 2: C#Cc1cccc(Nc2ncnc3cc(OCCOC)c(OCCOC)cc23)c1. Cell line: RPMI7951. Synergy scores: synergy=19.4. (3) Drug 1: COC1CC2CCC(C)C(O)(O2)C(=O)C(=O)N2CCCCC2C(=O)OC(C(C)CC2CCC(OP(C)(C)=O)C(OC)C2)CC(=O)C(C)C=C(C)C(O)C(OC)C(=O)C(C)CC(C)C=CC=CC=C1C. Drug 2: CCc1c2c(nc3ccc(O)cc13)-c1cc3c(c(=O)n1C2)COC(=O)C3(O)CC. Cell line: LNCAP. Synergy scores: synergy=-5.34. (4) Drug 1: O=S1(=O)NC2(CN1CC(F)(F)F)C1CCC2Cc2cc(C=CCN3CCC(C(F)(F)F)CC3)ccc2C1. Drug 2: CN(C)C(=N)N=C(N)N. Cell line: VCAP. Synergy scores: synergy=6.16. (5) Drug 1: NC1CCCCC1N.O=C(O)C(=O)O.[Pt+2]. Drug 2: CNC(=O)c1cc(Oc2ccc(NC(=O)Nc3ccc(Cl)c(C(F)(F)F)c3)cc2)ccn1. Cell line: VCAP. Synergy scores: synergy=-10.3. (6) Drug 1: CC(C)CC(NC(=O)C(Cc1ccccc1)NC(=O)c1cnccn1)B(O)O. Drug 2: CC1(c2nc3c(C(N)=O)cccc3[nH]2)CCCN1. Cell line: PA1. Synergy scores: synergy=4.31. (7) Drug 1: CCC1(O)CC2CN(CCc3c([nH]c4ccccc34)C(C(=O)OC)(c3cc4c(cc3OC)N(C)C3C(O)(C(=O)OC)C(OC(C)=O)C5(CC)C=CCN6CCC43C65)C2)C1. Drug 2: CCN(CC)CCNC(=O)c1c(C)[nH]c(C=C2C(=O)Nc3ccc(F)cc32)c1C. Cell line: COLO320DM. Synergy scores: synergy=18.0.